From a dataset of Forward reaction prediction with 1.9M reactions from USPTO patents (1976-2016). Predict the product of the given reaction. (1) Given the reactants Cl.[NH2:2][C@H:3]1[CH2:8][CH2:7][C@H:6]([NH:9][C:10]([C:12]2[C:16]3[N:17]=[CH:18][N:19]=[C:20]([C:21]4[CH:26]=[C:25]([CH:27]([F:29])[F:28])[CH:24]=[CH:23][C:22]=4[O:30][CH2:31][CH:32]4[CH2:34][CH2:33]4)[C:15]=3[NH:14][C:13]=2[CH3:35])=[O:11])[CH2:5][C@@H:4]1[CH3:36].[CH3:37][O:38][CH2:39][C:40](Cl)=[O:41], predict the reaction product. The product is: [CH:32]1([CH2:31][O:30][C:22]2[CH:23]=[CH:24][C:25]([CH:27]([F:29])[F:28])=[CH:26][C:21]=2[C:20]2[C:15]3[NH:14][C:13]([CH3:35])=[C:12]([C:10]([NH:9][C@H:6]4[CH2:7][CH2:8][C@H:3]([NH:2][C:40](=[O:41])[CH2:39][O:38][CH3:37])[C@@H:4]([CH3:36])[CH2:5]4)=[O:11])[C:16]=3[N:17]=[CH:18][N:19]=2)[CH2:34][CH2:33]1. (2) Given the reactants [CH3:1][O:2][C:3]([C:5]1([OH:8])[CH2:7][CH2:6]1)=[O:4].[H-].[Na+].O1CCC[CH2:12]1, predict the reaction product. The product is: [CH3:1][O:2][C:3]([C:5]1([O:8][CH3:12])[CH2:7][CH2:6]1)=[O:4]. (3) Given the reactants C([O:8][C:9]1[C:14]([Cl:15])=[CH:13][C:12]([C:16]2[C:24]3[C:23]([OH:25])=[C:22]([C:26]#[N:27])[C:21](=[O:28])[NH:20][C:19]=3[S:18][CH:17]=2)=[CH:11][C:10]=1[Cl:29])C1C=CC=CC=1, predict the reaction product. The product is: [Cl:29][C:10]1[CH:11]=[C:12]([C:16]2[C:24]3[C:23]([OH:25])=[C:22]([C:26]#[N:27])[C:21](=[O:28])[NH:20][C:19]=3[S:18][CH:17]=2)[CH:13]=[C:14]([Cl:15])[C:9]=1[OH:8]. (4) Given the reactants S(=O)(=O)(O)O.[N+:6]([O-:9])(O)=[O:7].[CH3:10][O:11][C:12]1[C:17]([CH3:18])=[CH:16][CH:15]=[CH:14][N:13]=1.N, predict the reaction product. The product is: [CH3:10][O:11][C:12]1[C:17]([CH3:18])=[CH:16][C:15]([N+:6]([O-:9])=[O:7])=[CH:14][N:13]=1.